Dataset: Catalyst prediction with 721,799 reactions and 888 catalyst types from USPTO. Task: Predict which catalyst facilitates the given reaction. (1) Reactant: Br[C:2]1[C:3](=[O:31])[N:4]([CH2:23][CH2:24][C:25]2[CH:30]=[CH:29][CH:28]=[CH:27][CH:26]=2)[C:5]([C:9]2[CH:14]=[CH:13][CH:12]=[CH:11][C:10]=2[O:15]CC2C=CC=CC=2)=[N:6][C:7]=1[CH3:8].[NH2:32][C:33]1[CH:38]=[CH:37][CH:36]=[CH:35][CH:34]=1.CC1(C)C2C(=C(P(C3C=CC=CC=3)C3C=CC=CC=3)C=CC=2)OC2C(P(C3C=CC=CC=3)C3C=CC=CC=3)=CC=CC1=2.C(=O)([O-])[O-].[Cs+].[Cs+]. Product: [OH:15][C:10]1[CH:11]=[CH:12][CH:13]=[CH:14][C:9]=1[C:5]1[N:4]([CH2:23][CH2:24][C:25]2[CH:30]=[CH:29][CH:28]=[CH:27][CH:26]=2)[C:3](=[O:31])[C:2]([NH:32][C:33]2[CH:38]=[CH:37][CH:36]=[CH:35][CH:34]=2)=[C:7]([CH3:8])[N:6]=1. The catalyst class is: 62. (2) Reactant: [OH:1][CH2:2][CH2:3][CH2:4][CH2:5][CH2:6][CH2:7][CH2:8][C:9]1[CH2:11][CH:10]=1.[Si:12](Cl)([C:15]([CH3:18])([CH3:17])[CH3:16])([CH3:14])[CH3:13].C(N(CC)CC)C. Product: [Si:12]([O:1][CH2:2][CH2:3][CH2:4][CH2:5][CH2:6][CH2:7][CH2:8][C:9]1[CH2:11][CH:10]=1)([C:15]([CH3:18])([CH3:17])[CH3:16])([CH3:14])[CH3:13]. The catalyst class is: 2. (3) Reactant: FC(F)(F)C(O)=O.[CH2:8]([O:10][C:11]([C:13]1[C:14]([C:44]([O:46][CH2:47][CH3:48])=[O:45])=[C:15]([CH2:41][CH2:42][CH3:43])[N:16]2[C:21]=1[C:20]([C:22]1[CH:27]=[CH:26][CH:25]=[CH:24][CH:23]=1)=[CH:19][C:18]([N:28]1[CH2:33][CH2:32][N:31](C(OC(C)(C)C)=O)[CH2:30][CH2:29]1)=[N:17]2)=[O:12])[CH3:9]. Product: [CH2:8]([O:10][C:11]([C:13]1[C:14]([C:44]([O:46][CH2:47][CH3:48])=[O:45])=[C:15]([CH2:41][CH2:42][CH3:43])[N:16]2[C:21]=1[C:20]([C:22]1[CH:23]=[CH:24][CH:25]=[CH:26][CH:27]=1)=[CH:19][C:18]([N:28]1[CH2:29][CH2:30][NH:31][CH2:32][CH2:33]1)=[N:17]2)=[O:12])[CH3:9]. The catalyst class is: 2. (4) Reactant: [CH3:1][N:2]([CH3:32])[C:3]1[CH:8]=[CH:7][C:6]([C:9]2[N:18]=[C:17]([O:19][CH2:20][C@H:21]3[O:26][CH2:25][CH2:24][N:23]([S:27]([CH:30]=[CH2:31])(=[O:29])=[O:28])[CH2:22]3)[C:16]3[C:11](=[N:12][CH:13]=[CH:14][N:15]=3)[CH:10]=2)=[CH:5][CH:4]=1.CCN(C(C)C)C(C)C.[CH3:42][C:43]1[NH:44][CH:45]=[CH:46][N:47]=1. Product: [CH3:1][N:2]([CH3:32])[C:3]1[CH:8]=[CH:7][C:6]([C:9]2[N:18]=[C:17]([O:19][CH2:20][C@H:21]3[O:26][CH2:25][CH2:24][N:23]([S:27]([CH2:30][CH2:31][N:44]4[CH:45]=[CH:46][N:47]=[C:43]4[CH3:42])(=[O:28])=[O:29])[CH2:22]3)[C:16]3[C:11](=[N:12][CH:13]=[CH:14][N:15]=3)[CH:10]=2)=[CH:5][CH:4]=1. The catalyst class is: 12. (5) Reactant: [NH2:1][C:2]1[C:7]([OH:8])=[CH:6][C:5]([Br:9])=[CH:4][N:3]=1.C([O-])([O-])=O.[K+].[K+].Br[C:17]([CH3:24])([CH3:23])[C:18](OCC)=[O:19]. Product: [Br:9][C:5]1[CH:4]=[N:3][C:2]2[NH:1][C:18](=[O:19])[C:17]([CH3:24])([CH3:23])[O:8][C:7]=2[CH:6]=1. The catalyst class is: 21. (6) Reactant: [B:10]1([B:10]2[O:14][C:13]([CH3:16])([CH3:15])[C:12]([CH3:18])([CH3:17])[O:11]2)[O:14][C:13]([CH3:16])([CH3:15])[C:12]([CH3:18])([CH3:17])[O:11]1.C([O-])(=O)C.[K+].C1(P(C2CCCCC2)C2CCCCC2)CCCCC1.Br[C:44]1[C:53]([F:54])=[CH:52][C:47]2[NH:48][C:49](=[O:51])[O:50][C:46]=2[CH:45]=1. Product: [F:54][C:53]1[C:44]([B:10]2[O:11][C:12]([CH3:17])([CH3:18])[C:13]([CH3:15])([CH3:16])[O:14]2)=[CH:45][C:46]2[O:50][C:49](=[O:51])[NH:48][C:47]=2[CH:52]=1. The catalyst class is: 102. (7) Reactant: Br[C@@H:2]1[CH2:7][C@H:6]2[C@H:8]3[C@H:17]([CH2:18][CH2:19][C@:4]2([CH3:5])[CH2:3]1)[C:16]1[CH:15]=[CH:14][C:13]([O:20][CH3:21])=[CH:12][C:11]=1[CH2:10][CH2:9]3.[N-:22]=[N+:23]=[N-:24].[Li+].O. The catalyst class is: 16. Product: [N:22]([C@H:2]1[CH2:7][C@H:6]2[C@H:8]3[C@H:17]([CH2:18][CH2:19][C@:4]2([CH3:5])[CH2:3]1)[C:16]1[CH:15]=[CH:14][C:13]([O:20][CH3:21])=[CH:12][C:11]=1[CH2:10][CH2:9]3)=[N+:23]=[N-:24]. (8) Reactant: [CH:1]1([N:8]2[C:13]3[N:14]=[C:15](S(C)=O)[N:16]=[C:17]([CH3:18])[C:12]=3[CH:11]=[CH:10][C:9]2=[O:22])[CH2:7][CH2:6][CH2:5][CH2:4][CH2:3][CH2:2]1.[CH3:23][O:24][C:25]([C:27]1[N:28]([CH3:33])[CH:29]=[C:30]([NH2:32])[CH:31]=1)=[O:26].Cl.C(N(CC)CC)C. Product: [CH3:23][O:24][C:25]([C:27]1[N:28]([CH3:33])[CH:29]=[C:30]([NH:32][C:15]2[N:16]=[C:17]([CH3:18])[C:12]3[CH:11]=[CH:10][C:9](=[O:22])[N:8]([CH:1]4[CH2:7][CH2:6][CH2:5][CH2:4][CH2:3][CH2:2]4)[C:13]=3[N:14]=2)[CH:31]=1)=[O:26]. The catalyst class is: 10. (9) Reactant: N1C=CC=CC=1.C(N1CCCOC(C[NH:22][C:23]2[CH:28]=[CH:27][CH:26]=[CH:25][CH:24]=2)C1)C1C=CC=CC=1.[CH:29]1([C:32](Cl)=[O:33])[CH2:31][CH2:30]1.C([O-])(O)=O.[Na+]. Product: [C:23]1([NH:22][C:32]([CH:29]2[CH2:31][CH2:30]2)=[O:33])[CH:28]=[CH:27][CH:26]=[CH:25][CH:24]=1. The catalyst class is: 2.